Predict the reactants needed to synthesize the given product. From a dataset of Retrosynthesis with 50K atom-mapped reactions and 10 reaction types from USPTO. Given the product CCCCCNC(=O)c1cc(N2CCN(C(=O)c3ccccc3C(F)(F)F)CC2)nn1C(=O)OCc1ccccc1, predict the reactants needed to synthesize it. The reactants are: CCCCCN.COC(=O)c1cc(N2CCN(C(=O)c3ccccc3C(F)(F)F)CC2)nn1C(=O)OCc1ccccc1.